This data is from Full USPTO retrosynthesis dataset with 1.9M reactions from patents (1976-2016). The task is: Predict the reactants needed to synthesize the given product. (1) Given the product [OH:6][C@H:5]([CH2:4][OH:3])[C@H:7]([NH:11][CH2:12][C:13]1[C:17]2[N:18]=[CH:19][NH:20][C:21](=[O:22])[C:16]=2[NH:15][CH:14]=1)[CH2:8][S:9][CH3:10], predict the reactants needed to synthesize it. The reactants are: CC1(C)[O:6][C@@H:5]([C@H:7]([NH:11][CH2:12][C:13]2[C:17]3[N:18]=[CH:19][N:20]=[C:21]([OH:22])[C:16]=3[NH:15][CH:14]=2)[CH2:8][S:9][CH3:10])[CH2:4][O:3]1.Cl. (2) Given the product [Si:10]([O:13][C:14]1[C:15]([F:22])=[C:16]([CH:17]=[C:18]([CH2:20][CH3:21])[CH:19]=1)[CH:3]=[O:4])([C:6]([CH3:9])([CH3:8])[CH3:7])([CH3:12])[CH3:11], predict the reactants needed to synthesize it. The reactants are: C1C[O:4][CH2:3]C1.[C:6]([Si:10]([O:13][C:14]1[CH:19]=[C:18]([CH2:20][CH3:21])[CH:17]=[CH:16][C:15]=1[F:22])([CH3:12])[CH3:11])([CH3:9])([CH3:8])[CH3:7].C([Li])(CC)C.[Cl-].[NH4+].